This data is from CYP1A2 inhibition data for predicting drug metabolism from PubChem BioAssay. The task is: Regression/Classification. Given a drug SMILES string, predict its absorption, distribution, metabolism, or excretion properties. Task type varies by dataset: regression for continuous measurements (e.g., permeability, clearance, half-life) or binary classification for categorical outcomes (e.g., BBB penetration, CYP inhibition). Dataset: cyp1a2_veith. (1) The molecule is CCc1cccc2c3c([nH]c12)[C@@](CC)(CC(=O)O)OCC3. The result is 0 (non-inhibitor). (2) The drug is Cc1cccc(CNc2ccnc(-c3ccccc3C(F)(F)F)n2)c1. The result is 1 (inhibitor). (3) The drug is COc1ccc(NC(=O)c2cc(S(=O)(=O)N3CCS(=O)(=O)CC3)ccc2Cl)cc1. The result is 0 (non-inhibitor).